From a dataset of hERG potassium channel inhibition data for cardiac toxicity prediction from Karim et al.. Regression/Classification. Given a drug SMILES string, predict its toxicity properties. Task type varies by dataset: regression for continuous values (e.g., LD50, hERG inhibition percentage) or binary classification for toxic/non-toxic outcomes (e.g., AMES mutagenicity, cardiotoxicity, hepatotoxicity). Dataset: herg_karim. (1) The result is 1 (blocker). The compound is c1cc2nonc2cc1CCN1CCN(CCc2ccc3nonc3c2)CC1. (2) The drug is O=C(c1cc([C@H]2CCCN2c2cc(F)cc(F)c2)c2oc(N3CCOCC3)cc(=O)c2c1)N1CCOCC1. The result is 0 (non-blocker).